From a dataset of Full USPTO retrosynthesis dataset with 1.9M reactions from patents (1976-2016). Predict the reactants needed to synthesize the given product. Given the product [O:6]=[C:5]1[CH2:4][CH2:3][CH2:2][N:7]1[C:8]1[CH:9]=[C:10]([C:18]([O:20][CH3:21])=[O:19])[CH:11]=[C:12]([CH:17]=1)[C:13]([O:15][CH3:16])=[O:14], predict the reactants needed to synthesize it. The reactants are: Cl[CH2:2][CH2:3][CH2:4][C:5]([NH:7][C:8]1[CH:9]=[C:10]([C:18]([O:20][CH3:21])=[O:19])[CH:11]=[C:12]([CH:17]=1)[C:13]([O:15][CH3:16])=[O:14])=[O:6].[H-].[Na+].